This data is from Reaction yield outcomes from USPTO patents with 853,638 reactions. The task is: Predict the reaction yield, written as a fraction of the theoretical maximum amount of product (1.0 means a 100% yield; for example, 0.34 means a 34% yield). The product is [ClH:31].[NH2:23][C@@H:19]1[CH2:20][CH2:21][CH2:22][N:17]([C:3]2[C:2]([Br:1])=[CH:7][N:6]=[C:5]3[NH:8][CH:9]=[C:10]([NH:11][C:12]([CH:14]4[CH2:15][CH2:16]4)=[O:13])[C:4]=23)[CH2:18]1. The catalyst is C(O)(C(F)(F)F)=O.C(Cl)Cl.CCOCC. The yield is 0.670. The reactants are [Br:1][C:2]1[C:3]([N:17]2[CH2:22][CH2:21][CH2:20][C@@H:19]([NH:23]C(=O)OC(C)(C)C)[CH2:18]2)=[C:4]2[C:10]([NH:11][C:12]([CH:14]3[CH2:16][CH2:15]3)=[O:13])=[CH:9][NH:8][C:5]2=[N:6][CH:7]=1.[ClH:31].